From a dataset of Reaction yield outcomes from USPTO patents with 853,638 reactions. Predict the reaction yield, written as a fraction of the theoretical maximum amount of product (1.0 means a 100% yield; for example, 0.34 means a 34% yield). (1) The reactants are [OH-].[Na+].[F:3][C:4]1[CH:5]=[C:6]([CH:8]=[CH:9][CH:10]=1)[NH2:7].[Br:11][CH2:12][C:13](Br)=[O:14]. The catalyst is C(OCC)C. The product is [Br:11][CH2:12][C:13]([NH:7][C:6]1[CH:8]=[CH:9][CH:10]=[C:4]([F:3])[CH:5]=1)=[O:14]. The yield is 0.940. (2) The reactants are [CH2:1]([C:3]1[C:8](=[O:9])[N:7]2[N:10]=[CH:11][C:12]([C:13]3[CH:14]=[N:15][NH:16][CH:17]=3)=[C:6]2[NH:5][C:4]=1[CH3:18])[CH3:2].[H-].[Na+].[Br:21][C:22]1[CH:27]=[CH:26][N:25]=[C:24](F)[CH:23]=1. The catalyst is CN(C=O)C.O. The product is [Br:21][C:22]1[CH:27]=[CH:26][N:25]=[C:24]([N:15]2[CH:14]=[C:13]([C:12]3[CH:11]=[N:10][N:7]4[C:8](=[O:9])[C:3]([CH2:1][CH3:2])=[C:4]([CH3:18])[NH:5][C:6]=34)[CH:17]=[N:16]2)[CH:23]=1. The yield is 0.730. (3) The reactants are O[C:2]1[CH:3]=[C:4]2[C:9](=[CH:10][CH:11]=1)[CH:8]=[C:7]([C:12](=[O:14])[CH3:13])[CH:6]=[CH:5]2.[CH2:15]([NH:17][CH2:18][CH2:19][OH:20])[CH3:16].O. The catalyst is C(OCC)(=O)C. The yield is 0.120. The product is [CH2:15]([N:17]([CH2:18][CH2:19][OH:20])[C:2]1[CH:3]=[C:4]2[C:9](=[CH:10][CH:11]=1)[CH:8]=[C:7]([C:12](=[O:14])[CH3:13])[CH:6]=[CH:5]2)[CH3:16]. (4) The reactants are [NH2:1][C:2]1[N:6]([CH3:7])[C:5](=[O:8])[C:4]([C:20]2[CH:25]=[CH:24][C:23]([O:26][CH:27]([F:29])[F:28])=[CH:22][CH:21]=2)([C:9]2[CH:14]=[CH:13][CH:12]=[C:11]([C:15]#[C:16][CH2:17][O:18][CH3:19])[CH:10]=2)[N:3]=1. The catalyst is [Pd]. The product is [NH2:1][C:2]1[N:6]([CH3:7])[C:5](=[O:8])[C:4]([C:20]2[CH:21]=[CH:22][C:23]([O:26][CH:27]([F:29])[F:28])=[CH:24][CH:25]=2)([C:9]2[CH:14]=[CH:13][CH:12]=[C:11]([CH2:15][CH2:16][CH2:17][O:18][CH3:19])[CH:10]=2)[N:3]=1. The yield is 0.400. (5) The reactants are [CH3:1]C(C)([O-])C.[K+].CC(C)([O-])C.[CH3:12][CH:13]([C:19]([CH3:21])=[O:20])[C:14]([O:16][CH2:17][CH3:18])=[O:15].[CH2:22]([O:24][C:25](=[O:32])[CH2:26][CH2:27][CH2:28][CH2:29]CBr)[CH3:23]. The catalyst is C(O)(C)(C)C. The product is [C:19]([C:13]([CH3:1])([CH2:12][CH2:29][CH2:28][CH2:27][CH2:26][C:25]([O:24][CH2:22][CH3:23])=[O:32])[C:14]([O:16][CH2:17][CH3:18])=[O:15])(=[O:20])[CH3:21]. The yield is 0.750. (6) The reactants are [BH4-].[Na+].[CH3:3][C:4]1([CH3:11])[CH2:9][CH2:8][C:7](=[O:10])[CH:6]=[CH:5]1. The catalyst is CO.O. The product is [CH3:3][C:4]1([CH3:11])[CH2:9][CH2:8][CH:7]([OH:10])[CH:6]=[CH:5]1. The yield is 0.880. (7) The reactants are [NH2:1][C:2]1[N:7]=[CH:6][N:5]=[C:4]2[N:8]([CH:13]([C:15]3[C:16]([O:34][CH3:35])=[C:17]([CH:23]4[CH2:26][N:25]([C:27]([O:29][C:30]([CH3:33])([CH3:32])[CH3:31])=[O:28])[CH2:24]4)[C:18]([F:22])=[C:19]([Cl:21])[CH:20]=3)[CH3:14])[N:9]=[C:10]([CH:11]=[CH2:12])[C:3]=12.C[N+]1([O-])CC[O:40]CC1.[OH2:44]. The catalyst is C(O)(C)(C)C.[Os](=O)(=O)(=O)=O. The product is [NH2:1][C:2]1[N:7]=[CH:6][N:5]=[C:4]2[N:8]([CH:13]([C:15]3[C:16]([O:34][CH3:35])=[C:17]([CH:23]4[CH2:24][N:25]([C:27]([O:29][C:30]([CH3:33])([CH3:32])[CH3:31])=[O:28])[CH2:26]4)[C:18]([F:22])=[C:19]([Cl:21])[CH:20]=3)[CH3:14])[N:9]=[C:10]([CH:11]([OH:40])[CH2:12][OH:44])[C:3]=12. The yield is 1.00.